This data is from Experimentally validated miRNA-target interactions with 360,000+ pairs, plus equal number of negative samples. The task is: Binary Classification. Given a miRNA mature sequence and a target amino acid sequence, predict their likelihood of interaction. (1) The miRNA is hsa-miR-4279 with sequence CUCUCCUCCCGGCUUC. The protein sequence of the target gene is MAPWLQLCSVFFTVNACLNGSQLAVAAGGSGRARGADTCGWRGVGPASRNSGLYNITFKYDNCTTYLNPVGKHVIADAQNITISQYACHDQVAVTILWSPGALGIEFLKGFRVILEELKSEGRQCQQLILKDPKQLNSSFKRTGMESQPFLNMKFETDYFVKVVPFPSIKNESNYHPFFFRTRACDLLLQPDNLACKPFWKPRNLNISQHGSDMQVSFDHAPHNFGFRFFYLHYKLKHEGPFKRKTCKQEQTTETTSCLLQNVSPGDYIIELVDDTNTTRKVMHYALKPVHSPWAGPIRA.... Result: 1 (interaction). (2) The miRNA is mmu-miR-6953-5p with sequence AAGGGGCAGGGGCAGGGAUUCAAGUG. The protein sequence of the target gene is MNLKVLLLLLGLSFLTVFALVYVLLTRQGSFSQSPRCPSIPPRIHPWTHPSQSQLFADLTPEELTAVMSFLTKHLGPGLVDAAQARPSDNCVFSVELQLPAKAAALAHLDRGGPPPVREALAIIFFGGQPKPNVSELVVGPLPHPSYMRDVTVERHGGPLPYYRRPMQKTEFVQIWRHLKEVELPKAPTFLASVLNYNGSTLAPLHSTASGFHAGDRATWIALYHNISGLGVFLHPVGLELLLDHGALDPADWVVQQVFYLGHYYADLAQLEWEFKVGRLEVIRVPLPTPGGASSLRPRV.... Result: 0 (no interaction). (3) The miRNA is hsa-miR-23b-3p with sequence AUCACAUUGCCAGGGAUUACCAC. The protein sequence of the target gene is MFLKAGRGNKVPPVRVYGPDCVVLMEPPLSKRNPPALRLADLATAQVQPLQNMTGFPALAGPPAHSQLRAAVAHLRLRDLGADPGVATTPLGPEHMAQASTLGLSPPSQAFPAHPEAPAAAARAAALVAHPGAGSYPCGGGSSGAQPSAPPPPAPPLPPTPSPPPPPPPPPPPALSGYTTTNSGGGGSSGKGHSRDFVLRRDLSATAPAAAMHGAPLGGEQRSGTGSPQHPAPPPHSAGMFISASGTYAGPDGSGGPALFPALHDTPGAPGGHPHPLNGQMRLGLAAAAAAAAAELYGRA.... Result: 1 (interaction). (4) The miRNA is cel-miR-1822-3p with sequence GAGCUGCCCUCAGAAAAACUCU. The protein sequence of the target gene is MAGGAREVLTLQLGHFAGFVGAHWWNQQDAALGRATDSKEPPGELCPDVLYRTGRTLHGQETYTPRLILMDLKGSLSSLKEEGGLYRDKQLDAAIAWQGKLTTHKEELYPKNPYLQDFLSAEGVLSSDGVWRVKSIPNGKGSSPLPTATTPKPLIPTEASIRVWSDFLRVHLHPRSICMIQKYNHDGEAGRLEAFGQGESVLKEPKYQEELEDRLHFYVEECDYLQGFQILCDLHDGFSGVGAKAAELLQDEYSGRGIITWGLLPGPYHRGEAQRNIYRLLNTAFGLVHLTAHSSLVCPL.... Result: 0 (no interaction).